This data is from NCI-60 drug combinations with 297,098 pairs across 59 cell lines. The task is: Regression. Given two drug SMILES strings and cell line genomic features, predict the synergy score measuring deviation from expected non-interaction effect. (1) Drug 2: C1=C(C(=O)NC(=O)N1)F. Drug 1: C1CCC(CC1)NC(=O)N(CCCl)N=O. Synergy scores: CSS=50.5, Synergy_ZIP=-3.95, Synergy_Bliss=-1.99, Synergy_Loewe=-1.71, Synergy_HSA=1.36. Cell line: SW-620. (2) Drug 1: C1CC(=O)NC(=O)C1N2CC3=C(C2=O)C=CC=C3N. Drug 2: C1=C(C(=O)NC(=O)N1)N(CCCl)CCCl. Cell line: UO-31. Synergy scores: CSS=15.5, Synergy_ZIP=-5.30, Synergy_Bliss=-1.40, Synergy_Loewe=-6.58, Synergy_HSA=-1.80.